From a dataset of Forward reaction prediction with 1.9M reactions from USPTO patents (1976-2016). Predict the product of the given reaction. Given the reactants [C:1]([N:5]1[CH:9]=[C:8]([CH2:10][CH2:11][CH2:12][CH3:13])[C:7](=[NH:14])[S:6]1)([CH3:4])([CH3:3])[CH3:2].[CH3:15][O:16][C:17]([CH:19]1[CH2:23][CH2:22][C:21]([CH3:27])([C:24](O)=[O:25])[C:20]1([CH3:29])[CH3:28])=[O:18].C(N(CC)CC)C, predict the reaction product. The product is: [CH2:10]([C:8]1=[CH:9][N:5]([C:1]([CH3:4])([CH3:3])[CH3:2])[S:6]/[C:7]/1=[N:14]\[C:24]([C:21]1([CH3:27])[CH2:22][CH2:23][CH:19]([C:17]([O:16][CH3:15])=[O:18])[C:20]1([CH3:29])[CH3:28])=[O:25])[CH2:11][CH2:12][CH3:13].